This data is from Reaction yield outcomes from USPTO patents with 853,638 reactions. The task is: Predict the reaction yield, written as a fraction of the theoretical maximum amount of product (1.0 means a 100% yield; for example, 0.34 means a 34% yield). (1) The reactants are [ClH:1].NC1NC2C=C(N3C(=O)C=CC3=O)C=CC=2N=1.[NH2:19][C:20]1[CH:21]=[CH:22][C:23]2[N:27]=[C:26]([N:28](C(OC(C)(C)C)=O)C(OC(C)(C)C)=O)[N:25](C(OC(C)(C)C)=O)[C:24]=2[CH:50]=1.[CH3:51][C:52]1([CH3:60])[CH2:57][C:56](=[O:58])[O:55][C:54](=O)[CH2:53]1. No catalyst specified. The product is [ClH:1].[NH2:28][C:26]1[NH:25][C:24]2[CH:50]=[C:20]([N:19]3[C:54](=[O:55])[CH2:53][C:52]([CH3:60])([CH3:51])[CH2:57][C:56]3=[O:58])[CH:21]=[CH:22][C:23]=2[N:27]=1. The yield is 0.980. (2) The catalyst is C(O)(C)C.C1COCC1.O. The product is [OH:4][CH2:5][C:6]1[C:7]([N:35]2[CH2:47][CH2:46][N:38]3[C:39]4[CH2:40][CH2:41][CH2:42][CH2:43][C:44]=4[CH:45]=[C:37]3[C:36]2=[O:48])=[N:8][CH:9]=[CH:10][C:11]=1[C:12]1[CH:17]=[C:16]([NH:18][C:19]2[CH:24]=[CH:23][C:22]([C:25]([N:27]3[CH2:32][CH2:31][O:30][CH2:29][CH2:28]3)=[O:26])=[CH:21][N:20]=2)[C:15](=[O:33])[N:14]([CH3:34])[N:13]=1. The reactants are C([O:4][CH2:5][C:6]1[C:7]([N:35]2[CH2:47][CH2:46][N:38]3[C:39]4[CH2:40][CH2:41][CH2:42][CH2:43][C:44]=4[CH:45]=[C:37]3[C:36]2=[O:48])=[N:8][CH:9]=[CH:10][C:11]=1[C:12]1[CH:17]=[C:16]([NH:18][C:19]2[CH:24]=[CH:23][C:22]([C:25]([N:27]3[CH2:32][CH2:31][O:30][CH2:29][CH2:28]3)=[O:26])=[CH:21][N:20]=2)[C:15](=[O:33])[N:14]([CH3:34])[N:13]=1)(=O)C. The yield is 0.620.